This data is from Reaction yield outcomes from USPTO patents with 853,638 reactions. The task is: Predict the reaction yield, written as a fraction of the theoretical maximum amount of product (1.0 means a 100% yield; for example, 0.34 means a 34% yield). (1) The reactants are [ClH:1].[F:2][C:3]1[CH:4]=[C:5]([C:10]2[C:18]3[C:13](=[CH:14][C:15]([O:19][CH2:20][CH2:21][N:22]4[CH2:27][CH2:26][S:25](=[O:29])(=[O:28])[CH2:24][CH2:23]4)=[CH:16][CH:17]=3)[C:12](=[O:30])[C:11]=2[C:31]2[CH:32]=[N:33][C:34]3[C:39]([CH:40]=2)=CC=CC=3)[CH:6]=[C:7]([F:9])[CH:8]=1.[O:41]1CCN(CCOC2C=C3C(C(C4C=CC=CC=4)=C(Br)C3=O)=CC=2)C[CH2:42]1.COC1N=CC(B(O)O)=CC=1. No catalyst specified. The product is [ClH:1].[F:9][C:7]1[CH:6]=[C:5]([C:10]2[C:18]3[C:13](=[CH:14][C:15]([O:19][CH2:20][CH2:21][N:22]4[CH2:23][CH2:24][S:25](=[O:29])(=[O:28])[CH2:26][CH2:27]4)=[CH:16][CH:17]=3)[C:12](=[O:30])[C:11]=2[C:31]2[CH:32]=[N:33][C:34]([O:41][CH3:42])=[CH:39][CH:40]=2)[CH:4]=[C:3]([F:2])[CH:8]=1. The yield is 0.680. (2) The reactants are [CH:1]([N:4]1[CH2:9][CH2:8][N:7]([C:10]2[CH:15]=[C:14]([N:16](C)[C:17](=O)C)[CH:13]=[CH:12][N:11]=2)[CH2:6][CH2:5]1)([CH3:3])[CH3:2].[ClH:21]. The catalyst is O.O1CCOCC1. The product is [ClH:21].[CH:1]([N:4]1[CH2:5][CH2:6][N:7]([C:10]2[CH:15]=[C:14]([NH:16][CH3:17])[CH:13]=[CH:12][N:11]=2)[CH2:8][CH2:9]1)([CH3:3])[CH3:2]. The yield is 0.760. (3) The reactants are C([O-])([O-])=O.[Na+].[Na+].Br[C:8]1[CH:9]=[C:10]2[C:15](=[CH:16][CH:17]=1)[N:14]=[CH:13][C:12]([C:18]([CH:20]1[CH2:22][CH2:21]1)=[O:19])=[C:11]2[NH:23][C@H:24]1[CH2:29][CH2:28][C@H:27]([CH2:30][N:31]([CH3:33])[CH3:32])[CH2:26][CH2:25]1.[Cl:34][C:35]1[CH:40]=[C:39](B2OC(C)(C)C(C)(C)O2)[CH:38]=[C:37]([Cl:50])[C:36]=1[OH:51]. No catalyst specified. The product is [CH:20]1([C:18]([C:12]2[CH:13]=[N:14][C:15]3[C:10]([C:11]=2[NH:23][C@H:24]2[CH2:25][CH2:26][C@H:27]([CH2:30][N:31]([CH3:33])[CH3:32])[CH2:28][CH2:29]2)=[CH:9][C:8]([C:39]2[CH:40]=[C:35]([Cl:34])[C:36]([OH:51])=[C:37]([Cl:50])[CH:38]=2)=[CH:17][CH:16]=3)=[O:19])[CH2:21][CH2:22]1. The yield is 0.590. (4) The reactants are [CH:1]1([C:4]2[N:13]=[C:12]([N:14]3[CH2:19][CH2:18][N:17]([C:20]4[CH:25]=[CH:24][CH:23]=[CH:22][C:21]=4N)[CH2:16][CH2:15]3)[C:11]3[C:6](=[CH:7][C:8]([O:29][CH3:30])=[C:9]([O:27][CH3:28])[CH:10]=3)[N:5]=2)[CH2:3][CH2:2]1.[BH3-][C:32]#[N:33].[Na+].[CH3:35]O. The catalyst is C=O.CC(O)=O.CCOC(C)=O. The product is [CH:1]1([C:4]2[N:13]=[C:12]([N:14]3[CH2:19][CH2:18][N:17]([C:20]4[CH:25]=[CH:24][CH:23]=[CH:22][C:21]=4[N:33]([CH3:32])[CH3:35])[CH2:16][CH2:15]3)[C:11]3[C:6](=[CH:7][C:8]([O:29][CH3:30])=[C:9]([O:27][CH3:28])[CH:10]=3)[N:5]=2)[CH2:3][CH2:2]1. The yield is 0.100. (5) The reactants are [C:1](N)(=[O:3])[CH3:2].C=O.O.[NH:8]([CH2:13][C:14]([OH:16])=[O:15])[CH2:9][C:10]([OH:12])=[O:11].C(NCC(O)=O)(=O)C.CN(CC(O)=O)CC(O)=O. The catalyst is COCCOC. The product is [C:1]([N:8]([CH2:13][C:14]([OH:16])=[O:15])[CH2:9][C:10]([OH:12])=[O:11])(=[O:3])[CH3:2]. The yield is 0.770. (6) The reactants are C(OC([N:8]1[CH2:12][CH:11]([OH:13])[CH:10]([N:14]2[CH2:19][CH2:18][N:17]([CH2:20][C:21]3[CH:26]=[CH:25][C:24]([Cl:27])=[CH:23][CH:22]=3)[CH2:16][CH2:15]2)[CH2:9]1)=O)(C)(C)C. The catalyst is C(O)=O. The product is [Cl:27][C:24]1[CH:25]=[CH:26][C:21]([CH2:20][N:17]2[CH2:18][CH2:19][N:14]([CH:10]3[CH2:9][NH:8][CH2:12][CH:11]3[OH:13])[CH2:15][CH2:16]2)=[CH:22][CH:23]=1. The yield is 0.990. (7) The reactants are [OH-].[NH4+:2].C(OO)(C)(C)C.[Br:9][C:10]1[CH:19]=[C:18]2[C:13]([CH2:14][C:15]([CH3:32])([CH3:31])[CH2:16][C:17]32[C:23](=[O:24])[N:22]([CH2:25][C:26]([F:29])([F:28])[F:27])[C:21](=S)[NH:20]3)=[CH:12][CH:11]=1. The catalyst is CO.ClCCl. The product is [NH2:2][C:21]1[N:22]([CH2:25][C:26]([F:29])([F:28])[F:27])[C:23](=[O:24])[C:17]2([N:20]=1)[C:18]1[C:13](=[CH:12][CH:11]=[C:10]([Br:9])[CH:19]=1)[CH2:14][C:15]([CH3:32])([CH3:31])[CH2:16]2. The yield is 0.690.